This data is from Catalyst prediction with 721,799 reactions and 888 catalyst types from USPTO. The task is: Predict which catalyst facilitates the given reaction. (1) Reactant: [F:1][C:2]1[CH:7]=[CH:6][CH:5]=[CH:4][CH:3]=1.[C:8]1(=[O:14])[O:13][C:11](=[O:12])[CH:10]=[CH:9]1.[Cl-].[Al+3].[Cl-].[Cl-].Cl. Product: [F:1][C:2]1[CH:7]=[CH:6][C:5]([C:8](=[O:14])/[CH:9]=[CH:10]/[C:11]([OH:13])=[O:12])=[CH:4][CH:3]=1. The catalyst class is: 4. (2) Reactant: [Br:1]Br.[C:3]([C:7]1[CH:12]=[CH:11][CH:10]=[CH:9][C:8]=1[OH:13])([CH3:6])([CH3:5])[CH3:4]. Product: [Br:1][C:11]1[CH:10]=[CH:9][C:8]([OH:13])=[C:7]([C:3]([CH3:6])([CH3:4])[CH3:5])[CH:12]=1. The catalyst class is: 2. (3) Reactant: O=[C:2]1[C:10]2([C:22]3[C:13](=[CH:14][C:15]4[O:20][CH2:19][CH2:18][O:17][C:16]=4[CH:21]=3)[O:12][CH2:11]2)[C:9]2[C:4](=[CH:5][CH:6]=[CH:7][CH:8]=2)[N:3]1[CH2:23][C:24]1[C:29]([C:30]([O:32]CC)=[O:31])=[CH:28][CH:27]=[CH:26][N:25]=1.[OH-].[Li+].[O:37]1CCCC1.O. Product: [O:37]=[C:18]1[O:17][C:16]2[CH:21]=[C:22]3[C:10]4([C:9]5[C:4](=[CH:5][CH:6]=[CH:7][CH:8]=5)[N:3]([CH2:23][C:24]5[C:29]([C:30]([OH:32])=[O:31])=[CH:28][CH:27]=[CH:26][N:25]=5)[CH2:2]4)[CH2:11][O:12][C:13]3=[CH:14][C:15]=2[O:20][CH2:19]1. The catalyst class is: 5. (4) Reactant: [O:1]([C@@H:9]([CH:12]1[CH2:17][CH2:16][CH2:15][CH2:14][CH2:13]1)[C:10]#[CH:11])[Si:2]([C:5]([CH3:8])([CH3:7])[CH3:6])([CH3:4])[CH3:3].C([Li])CCC.[Cl-].C([Al+]CC)C.C(N([CH2:34][C:35]1[C:36](=[O:48])[CH2:37][C@@H:38]([O:40][Si:41]([C:44]([CH3:47])([CH3:46])[CH3:45])([CH3:43])[CH3:42])[CH:39]=1)CC)C. Product: [CH2:34]=[C:35]1[C@@H:39]([C:11]#[C:10][C@@H:9]([O:1][Si:2]([C:5]([CH3:7])([CH3:8])[CH3:6])([CH3:4])[CH3:3])[CH:12]2[CH2:13][CH2:14][CH2:15][CH2:16][CH2:17]2)[C@H:38]([O:40][Si:41]([C:44]([CH3:46])([CH3:45])[CH3:47])([CH3:42])[CH3:43])[CH2:37][C:36]1=[O:48]. The catalyst class is: 345. (5) Reactant: Cl.[NH:2]1[CH2:6][CH2:5][N:4]=[C:3]1[CH2:7][N:8]1[C:16]2[C:11](=[CH:12][CH:13]=[CH:14][CH:15]=2)[C:10]([S:17](Cl)(=[O:19])=[O:18])=[CH:9]1.[CH3:21][NH:22][CH3:23]. Product: [CH3:21][N:22]([CH3:23])[S:17]([C:10]1[C:11]2[C:16](=[CH:15][CH:14]=[CH:13][CH:12]=2)[N:8]([CH2:7][C:3]2[NH:2][CH2:6][CH2:5][N:4]=2)[CH:9]=1)(=[O:19])=[O:18]. The catalyst class is: 389. (6) Reactant: CC1C=CC(S(O[CH2:12][CH:13]2[NH:18][C:17]3[C:19]([O:23][CH3:24])=[CH:20][CH:21]=[CH:22][C:16]=3[O:15][CH2:14]2)(=O)=O)=CC=1.[N-:25]=[N+:26]=[N-:27].[Na+]. Product: [N:25]([CH2:12][CH:13]1[NH:18][C:17]2[C:19]([O:23][CH3:24])=[CH:20][CH:21]=[CH:22][C:16]=2[O:15][CH2:14]1)=[N+:26]=[N-:27]. The catalyst class is: 9. (7) The catalyst class is: 11. Product: [Cl:1][C:2]1[CH:3]=[C:4]([C:9]([C:26]([F:27])([F:29])[F:28])=[CH:10][C:11]([C:13]2[CH:14]=[CH:15][C:16]([N:21]3[CH:25]=[N:24][CH:23]=[N:22]3)=[C:17]([CH:20]=2)[C:18]#[N:19])=[O:12])[CH:5]=[C:6]([Cl:8])[CH:7]=1. Reactant: [Cl:1][C:2]1[CH:3]=[C:4]([C:9](O)([C:26]([F:29])([F:28])[F:27])[CH2:10][C:11]([C:13]2[CH:14]=[CH:15][C:16]([N:21]3[CH:25]=[N:24][CH:23]=[N:22]3)=[C:17]([CH:20]=2)[C:18]#[N:19])=[O:12])[CH:5]=[C:6]([Cl:8])[CH:7]=1.S(Cl)(Cl)=O.N1C=CC=CC=1.